Dataset: Forward reaction prediction with 1.9M reactions from USPTO patents (1976-2016). Task: Predict the product of the given reaction. (1) Given the reactants [NH2:1][CH2:2][C@@H:3]1[C@H:8]([CH3:9])[CH2:7][CH2:6][CH2:5][N:4]1[C:10]([C:12]1[CH:17]=[C:16]([CH3:18])[CH:15]=[CH:14][C:13]=1[C:19]1[CH:24]=[CH:23][CH:22]=[CH:21][N:20]=1)=[O:11].Br[C:26]1[CH:31]=[CH:30][C:29]([CH3:32])=[CH:28][N:27]=1, predict the reaction product. The product is: [CH3:9][C@@H:8]1[CH2:7][CH2:6][CH2:5][N:4]([C:10]([C:12]2[CH:17]=[C:16]([CH3:18])[CH:15]=[CH:14][C:13]=2[C:19]2[CH:24]=[CH:23][CH:22]=[CH:21][N:20]=2)=[O:11])[C@@H:3]1[CH2:2][NH:1][C:26]1[CH:31]=[CH:30][C:29]([CH3:32])=[CH:28][N:27]=1. (2) Given the reactants [F:1][C:2]1[CH:7]=[CH:6][CH:5]=[C:4]([F:8])[C:3]=1[CH2:9][C:10]([O:12][CH:13]([C:15](=O)[C:16]1[CH:21]=[CH:20][CH:19]=[CH:18][CH:17]=1)[CH3:14])=[O:11].C(=O)([O-])[O-].[K+].[K+].Cl.O, predict the reaction product. The product is: [F:1][C:2]1[CH:7]=[CH:6][CH:5]=[C:4]([F:8])[C:3]=1[C:9]1[C:10](=[O:11])[O:12][CH:13]([CH3:14])[C:15]=1[C:16]1[CH:21]=[CH:20][CH:19]=[CH:18][CH:17]=1. (3) Given the reactants [CH2:1]=[CH:2][CH:3]([OH:6])[CH2:4][OH:5].[CH3:7][C:8]([CH3:15])=[CH:9][CH2:10][CH2:11][C:12](=O)[CH3:13], predict the reaction product. The product is: [CH3:13][C:12]1([CH2:11][CH2:10][CH:9]=[C:8]([CH3:15])[CH3:7])[O:6][CH:3]([CH:2]=[CH2:1])[CH2:4][O:5]1. (4) Given the reactants [CH3:1][O:2][C:3](=[O:17])[C:4]1[CH:9]=[C:8]([C:10]([CH3:12])=[CH2:11])[C:7]([O:13][CH3:14])=[CH:6][C:5]=1[O:15][CH3:16], predict the reaction product. The product is: [CH3:1][O:2][C:3](=[O:17])[C:4]1[CH:9]=[C:8]([CH:10]([CH3:12])[CH3:11])[C:7]([O:13][CH3:14])=[CH:6][C:5]=1[O:15][CH3:16].